From a dataset of Full USPTO retrosynthesis dataset with 1.9M reactions from patents (1976-2016). Predict the reactants needed to synthesize the given product. Given the product [F:1][C:2]1[CH:3]=[C:4]([NH:9][C:10]([C:12]2[NH:13][C:14]3[C:19]([CH:20]=2)=[CH:18][C:17]([CH:21]([CH:23]2[CH2:27][CH2:26][N:25]([CH:28]([CH3:30])[CH3:29])[CH2:24]2)[CH3:22])=[CH:16][CH:15]=3)=[O:11])[CH:5]=[C:6]([F:8])[CH:7]=1, predict the reactants needed to synthesize it. The reactants are: [F:1][C:2]1[CH:3]=[C:4]([NH:9][C:10]([C:12]2[NH:13][C:14]3[C:19]([CH:20]=2)=[CH:18][C:17]([CH:21]([CH:23]2[CH2:27][CH2:26][NH:25][CH2:24]2)[CH3:22])=[CH:16][CH:15]=3)=[O:11])[CH:5]=[C:6]([F:8])[CH:7]=1.[CH:28](Br)([CH3:30])[CH3:29].